The task is: Predict the product of the given reaction.. This data is from Forward reaction prediction with 1.9M reactions from USPTO patents (1976-2016). (1) Given the reactants [C:1](N1C=CN=C1)(N1C=CN=C1)=[O:2].[Br:13][C:14]1[CH:15]=[C:16]([NH2:21])[C:17]([NH2:20])=[CH:18][CH:19]=1, predict the reaction product. The product is: [Br:13][C:14]1[CH:19]=[CH:18][C:17]2[NH:20][C:1](=[O:2])[NH:21][C:16]=2[CH:15]=1. (2) Given the reactants [Cl:1][C:2]1[CH:41]=[CH:40][CH:39]=[C:38]([Cl:42])[C:3]=1[CH2:4][C:5]1[CH:6]=[C:7]([NH:16][C:17]2[CH:22]=[CH:21][C:20]([CH:23]3[CH2:28][CH2:27][N:26](C(OC(C)(C)C)=O)[CH2:25][CH2:24]3)=[CH:19][C:18]=2[O:36][CH3:37])[C:8]2[C:13](=[O:14])[NH:12][N:11]=[CH:10][C:9]=2[N:15]=1.[F:43][C:44]([F:49])([F:48])[C:45]([OH:47])=[O:46], predict the reaction product. The product is: [Cl:1][C:2]1[CH:41]=[CH:40][CH:39]=[C:38]([Cl:42])[C:3]=1[CH2:4][C:5]1[CH:6]=[C:7]([NH:16][C:17]2[CH:22]=[CH:21][C:20]([CH:23]3[CH2:28][CH2:27][NH:26][CH2:25][CH2:24]3)=[CH:19][C:18]=2[O:36][CH3:37])[C:8]2[C:13](=[O:14])[NH:12][N:11]=[CH:10][C:9]=2[N:15]=1.[F:43][C:44]([F:49])([F:48])[C:45]([O-:47])=[O:46]. (3) Given the reactants [CH2:1]([O:3][C:4]1[CH:17]=[CH:16][C:7]2[N:8]=[C:9]([S:11][CH2:12][C:13]([OH:15])=O)[S:10][C:6]=2[CH:5]=1)[CH3:2].[CH2:18]([NH2:21])[CH2:19][CH3:20].C1C=CC2N(O)N=NC=2C=1.C(Cl)CCl, predict the reaction product. The product is: [CH2:1]([O:3][C:4]1[CH:17]=[CH:16][C:7]2[N:8]=[C:9]([S:11][CH2:12][C:13]([NH:21][CH2:18][CH2:19][CH3:20])=[O:15])[S:10][C:6]=2[CH:5]=1)[CH3:2]. (4) Given the reactants [F:1][C:2]1[CH:7]=[C:6]([N+:8]([O-:10])=[O:9])[CH:5]=[CH:4][C:3]=1[N:11]1[CH2:16][CH2:15][NH:14][CH:13]([CH3:17])[CH2:12]1.[CH2:18]=O, predict the reaction product. The product is: [CH3:18][N:14]1[CH2:15][CH2:16][N:11]([C:3]2[CH:4]=[CH:5][C:6]([N+:8]([O-:10])=[O:9])=[CH:7][C:2]=2[F:1])[CH2:12][CH:13]1[CH3:17]. (5) Given the reactants [N:1]1[C:10]2[C:5](=[CH:6][C:7]([C:11]3([C:14]4[N:18]5[N:19]=[C:20]([C:23]6[CH:31]=[CH:30][C:26]([C:27](O)=[O:28])=[CH:25][CH:24]=6)[CH:21]=[N:22][C:17]5=[N:16][N:15]=4)[CH2:13][CH2:12]3)=[CH:8][CH:9]=2)[CH:4]=[CH:3][CH:2]=1.Cl.[NH2:33][C@@H:34]([C:42]([CH3:45])([CH3:44])[CH3:43])[C:35]([O:37][C:38]([CH3:41])([CH3:40])[CH3:39])=[O:36].F[P-](F)(F)(F)(F)F.N1(O[P+](N(C)C)(N(C)C)N(C)C)C2C=CC=CC=2N=N1.C(N(CC)C(C)C)(C)C, predict the reaction product. The product is: [CH3:43][C:42]([CH3:45])([CH3:44])[C@H:34]([NH:33][C:27](=[O:28])[C:26]1[CH:25]=[CH:24][C:23]([C:20]2[CH:21]=[N:22][C:17]3[N:18]([C:14]([C:11]4([C:7]5[CH:6]=[C:5]6[C:10](=[CH:9][CH:8]=5)[N:1]=[CH:2][CH:3]=[CH:4]6)[CH2:13][CH2:12]4)=[N:15][N:16]=3)[N:19]=2)=[CH:31][CH:30]=1)[C:35]([O:37][C:38]([CH3:39])([CH3:41])[CH3:40])=[O:36]. (6) Given the reactants O.NN.[CH:4]1([N:10]2[CH2:15][CH2:14][N:13]([CH2:16][CH2:17][N:18]3C(=O)C4C(=CC=CC=4)C3=O)[CH2:12][CH2:11]2)[CH2:9][CH2:8][CH2:7][CH2:6][CH2:5]1, predict the reaction product. The product is: [CH:4]1([N:10]2[CH2:11][CH2:12][N:13]([CH2:16][CH2:17][NH2:18])[CH2:14][CH2:15]2)[CH2:5][CH2:6][CH2:7][CH2:8][CH2:9]1. (7) Given the reactants [Br:1][C:2]1[CH:10]=[C:9]2[C:5]([CH2:6][N:7]3[C:13]([C:14]4[C:15]([C:20]5[CH:25]=[CH:24][CH:23]=[CH:22][CH:21]=5)=[N:16][O:17][C:18]=4Cl)=[N:12][N:11]=[C:8]32)=[CH:4][CH:3]=1.C([O-])(=O)C.[Na+].[NH2:31][CH2:32][C:33]1[CH:38]=[CH:37][CH:36]=[CH:35][N:34]=1, predict the reaction product. The product is: [Br:1][C:2]1[CH:10]=[C:9]2[C:5]([CH2:6][N:7]3[C:13]([C:14]4[C:15]([C:20]5[CH:25]=[CH:24][CH:23]=[CH:22][CH:21]=5)=[N:16][O:17][C:18]=4[C:38]4[C:33]([CH2:32][NH2:31])=[N:34][CH:35]=[CH:36][CH:37]=4)=[N:12][N:11]=[C:8]32)=[CH:4][CH:3]=1.